Dataset: Experimentally validated miRNA-target interactions with 360,000+ pairs, plus equal number of negative samples. Task: Binary Classification. Given a miRNA mature sequence and a target amino acid sequence, predict their likelihood of interaction. (1) The miRNA is hsa-miR-499b-3p with sequence AACAUCACUGCAAGUCUUAACA. The protein sequence of the target gene is MTAEETVNVKEVEIIKLILDFLNSKKLHISMLALEKESGVINGLFSDDMLFLRQLILDGQWDEVLQFIQPLECMEKFDKKRFRYIILKQKFLEALCVNNAMSAEDEPQHLEFTMQEAVQCLHALEEYCPSKDDYSKLCLLLTLPRLTNHAEFKDWNPSTARVHCFEEVCVMVAEFIPADRKLSEAGFKASNNRLFQLVMKGLLYECCVEFCQSKATGEEITESEVLLGIDLLCGNGCDDLDLSLLSWLQNLPSSVFSCAFEQKMLNIHVDKLLKPTKAAYADLLTPLISKLSPYPSSPMR.... Result: 0 (no interaction). (2) The miRNA is hsa-miR-34a-5p with sequence UGGCAGUGUCUUAGCUGGUUGU. The protein sequence of the target gene is MSTGTFVVSQPLNYRGGARVEPADASGTEKAFEPATGRVIATFTCSGEKEVNLAVQNAKAAFKIWSQKSGMERCRILLEAARIIREREDEIATMECINNGKSIFEARLDIDISWQCLEYYAGLAASMAGEHIQLPGGSFGYTRREPLGVCVGIGAWNYPFQIASWKSAPALACGNAMVFKPSPFTPVSALLLAEIYSEAGVPPGLFNVVQGGAATGQFLCQHPDVAKVSFTGSVPTGMKIMEMSAKGIKPVTLELGGKSPLIIFSDCDMNNAVKGALMANFLTQGQVCCNGTRVFVQKEI.... Result: 1 (interaction). (3) The miRNA is hsa-miR-7152-3p with sequence UCUGGUCCUGGACAGGAGGC. The protein sequence of the target gene is MEGLAGYVYKAASEGKVLTLAALLLNRSESDIRYLLGYVSQQGGQRSTPLIIAARNGHAKVVRLLLEHYRVQTQQTGTVRFDGYVIDGATALWCAAGAGHFEVVKLLVSHGANVNHTTVTNSTPLRAACFDGRLDIVKYLVENNANISIANKYDNTCLMIAAYKGHTDVVRYLLEQRADPNAKAHCGATALHFAAEAGHIDIVKELIKWRAAIVVNGHGMTPLKVAAESCKADVVELLLSHADCDRRSRIEALELLGASFANDRENYDIIKTYHYLYLAMLERFQDGDNILEKEVLPPIH.... Result: 1 (interaction). (4) The miRNA is hsa-miR-4317 with sequence ACAUUGCCAGGGAGUUU. The protein sequence of the target gene is MELLSTPHSIEINNITCDSFRISWAMEDSDLERVTHYFIDLNKKENKNSNKFKHRDVPTKLVAKAVPLPMTVRGHWFLSPRTEYSVAVQTAVKQSDGEYLVSGWSETVEFCTGDYAKEHLAQLQEKAEQIAGRMLRFSVFYRNHHKEYFQHARTHCGNVLQPYLKDNSGSHGSPTSGMLHGVFFSCNTEFNTGQPPQDSPYGRWRFQIPAQRLFNPSTNLYFADFYCMYTAYHYAILVLAPKGSLGDRFCRDRLPLLDIACNKFLTCSVEDGELIFRHAQDLILEIIYTEPVDLSLGTLG.... Result: 0 (no interaction). (5) The miRNA is mmu-miR-141-5p with sequence CAUCUUCCAGUGCAGUGUUGGA. The protein sequence of the target gene is MADEDLIFCLEGVDGGRCSRAGHNADSDTDSDDDEGYFICPITDDHMSNQNVSSKVQSYYSNLTKTECGSTGSPASSFHFKEAWKHAIEKAKHMPDPWAEFHLEDIATEHATRHRYNAVTGEWLKDEVLIKMASQPFGRGAMRECFRTKKLSNFLHAQQWKGASNYVAKRYIEPVDRSVYFEDVQLQMEAKLWGEDYNRHKPPKQVDIMQMCIIELKDRPGQPLFHLEHYIEGKYIKYNSNSGFVRDDNIRLTPQAFSHFTFERSGHQLIVVDIQGVGDLYTDPQIHTEKGTDFGDGNLG.... Result: 0 (no interaction).